Dataset: Cav3 T-type calcium channel HTS with 100,875 compounds. Task: Binary Classification. Given a drug SMILES string, predict its activity (active/inactive) in a high-throughput screening assay against a specified biological target. The compound is S(=O)(=O)(Cc1oc(C(=O)NCCCN2CCOCC2)cc1)Cc1ccc(cc1)C. The result is 0 (inactive).